This data is from NCI-60 drug combinations with 297,098 pairs across 59 cell lines. The task is: Regression. Given two drug SMILES strings and cell line genomic features, predict the synergy score measuring deviation from expected non-interaction effect. (1) Drug 1: CC1=C2C(C(=O)C3(C(CC4C(C3C(C(C2(C)C)(CC1OC(=O)C(C(C5=CC=CC=C5)NC(=O)OC(C)(C)C)O)O)OC(=O)C6=CC=CC=C6)(CO4)OC(=O)C)OC)C)OC. Drug 2: C1=C(C(=O)NC(=O)N1)N(CCCl)CCCl. Cell line: OVCAR-5. Synergy scores: CSS=59.3, Synergy_ZIP=2.42, Synergy_Bliss=0.474, Synergy_Loewe=-10.5, Synergy_HSA=3.42. (2) Drug 1: CC1=C(C(=CC=C1)Cl)NC(=O)C2=CN=C(S2)NC3=CC(=NC(=N3)C)N4CCN(CC4)CCO. Drug 2: CCN(CC)CCNC(=O)C1=C(NC(=C1C)C=C2C3=C(C=CC(=C3)F)NC2=O)C. Cell line: HS 578T. Synergy scores: CSS=19.2, Synergy_ZIP=-1.05, Synergy_Bliss=7.89, Synergy_Loewe=8.09, Synergy_HSA=8.59. (3) Drug 1: CCCS(=O)(=O)NC1=C(C(=C(C=C1)F)C(=O)C2=CNC3=C2C=C(C=N3)C4=CC=C(C=C4)Cl)F. Drug 2: C1=NC(=NC(=O)N1C2C(C(C(O2)CO)O)O)N. Cell line: SW-620. Synergy scores: CSS=-4.01, Synergy_ZIP=8.29, Synergy_Bliss=5.11, Synergy_Loewe=-23.4, Synergy_HSA=-12.6. (4) Drug 1: C1=CC(=CC=C1C#N)C(C2=CC=C(C=C2)C#N)N3C=NC=N3. Drug 2: CC12CCC3C(C1CCC2O)C(CC4=C3C=CC(=C4)O)CCCCCCCCCS(=O)CCCC(C(F)(F)F)(F)F. Cell line: OVCAR-4. Synergy scores: CSS=-3.74, Synergy_ZIP=2.50, Synergy_Bliss=2.21, Synergy_Loewe=-3.70, Synergy_HSA=-2.54. (5) Drug 1: CC12CCC(CC1=CCC3C2CCC4(C3CC=C4C5=CN=CC=C5)C)O. Drug 2: CCCCC(=O)OCC(=O)C1(CC(C2=C(C1)C(=C3C(=C2O)C(=O)C4=C(C3=O)C=CC=C4OC)O)OC5CC(C(C(O5)C)O)NC(=O)C(F)(F)F)O. Cell line: 786-0. Synergy scores: CSS=13.9, Synergy_ZIP=-2.84, Synergy_Bliss=2.11, Synergy_Loewe=2.00, Synergy_HSA=2.36.